Dataset: Full USPTO retrosynthesis dataset with 1.9M reactions from patents (1976-2016). Task: Predict the reactants needed to synthesize the given product. (1) Given the product [CH3:18][C:13]1[C:12]([C:8]2[CH:7]=[C:6]3[C:11]([C:2]([NH:22][C:23]4[CH:33]=[CH:32][CH:31]=[C:25]([C:26]([O:28][CH2:29][CH3:30])=[O:27])[CH:24]=4)=[C:3]([C:19]([OH:21])=[O:20])[CH:4]=[N:5]3)=[CH:10][CH:9]=2)=[C:16]([CH3:17])[O:15][N:14]=1, predict the reactants needed to synthesize it. The reactants are: Cl[C:2]1[C:11]2[C:6](=[CH:7][C:8]([C:12]3[C:13]([CH3:18])=[N:14][O:15][C:16]=3[CH3:17])=[CH:9][CH:10]=2)[N:5]=[CH:4][C:3]=1[C:19]([OH:21])=[O:20].[NH2:22][C:23]1[CH:24]=[C:25]([CH:31]=[CH:32][CH:33]=1)[C:26]([O:28][CH2:29][CH3:30])=[O:27]. (2) Given the product [Cl:1][C:2]1[C:3]([CH3:20])=[N:4][CH:5]=[CH:6][C:7]=1[O:8][C@H:9]1[CH2:14][CH2:13][C@H:12]([CH:15]([NH2:23])[CH3:16])[CH2:11][CH2:10]1, predict the reactants needed to synthesize it. The reactants are: [Cl:1][C:2]1[C:3]([CH3:20])=[N:4][CH:5]=[CH:6][C:7]=1[O:8][C@H:9]1[CH2:14][CH2:13][C@H:12]([CH:15](C)[C:16](O)=O)[CH2:11][CH2:10]1.C([N:23](CC)CC)C.C1(P(N=[N+]=[N-])(C2C=CC=CC=2)=O)C=CC=CC=1.[OH-].[Li+]. (3) Given the product [NH2:34][C@H:29]1[CH2:30][C@@H:31]([CH3:33])[CH2:32][C@@H:27]([C:26]2[CH:25]=[CH:24][N:23]=[CH:22][C:21]=2[NH:20][C:18](=[O:19])[C:16]2[CH:15]=[CH:14][C:13]([F:42])=[C:12]([C:11]3[C:10]([F:43])=[C:9]4[C:4]([C:5]([CH3:44])=[CH:6][CH2:7][O:8]4)=[CH:3][C:2]=3[F:1])[N:17]=2)[CH2:28]1, predict the reactants needed to synthesize it. The reactants are: [F:1][C:2]1[CH:3]=[C:4]2[C:9](=[C:10]([F:43])[C:11]=1[C:12]1[N:17]=[C:16]([C:18]([NH:20][C:21]3[CH:22]=[N:23][CH:24]=[CH:25][C:26]=3[C@@H:27]3[CH2:32][C@H:31]([CH3:33])[CH2:30][C@H:29]([NH:34]C(=O)OC(C)(C)C)[CH2:28]3)=[O:19])[CH:15]=[CH:14][C:13]=1[F:42])[O:8][CH2:7][CH2:6][C@:5]2(O)[CH3:44].C(O)(C(F)(F)F)=O. (4) Given the product [NH2:1][C:2]1[C:7]([C:8](=[O:9])[C:10]2[CH:15]=[C:14]([F:16])[CH:13]=[CH:12][C:11]=2[O:17][CH3:18])=[CH:6][N:5]=[C:4]([NH:19][CH:20]2[CH2:25][CH2:24][N:23]([S:26]([CH2:29][CH2:30][CH2:31][NH:35][S:46]([CH3:45])(=[O:48])=[O:47])(=[O:28])=[O:27])[CH2:22][CH2:21]2)[N:3]=1, predict the reactants needed to synthesize it. The reactants are: [NH2:1][C:2]1[C:7]([C:8]([C:10]2[CH:15]=[C:14]([F:16])[CH:13]=[CH:12][C:11]=2[O:17][CH3:18])=[O:9])=[CH:6][N:5]=[C:4]([NH:19][CH:20]2[CH2:25][CH2:24][N:23]([S:26]([CH2:29][CH2:30][CH2:31]Cl)(=[O:28])=[O:27])[CH2:22][CH2:21]2)[N:3]=1.[I-].[K+].[NH3:35].C(N(C(C)C)CC)(C)C.[CH3:45][S:46](Cl)(=[O:48])=[O:47]. (5) Given the product [CH3:42][C:43]1[CH:53]=[CH:52][CH:51]=[C:50]([CH3:54])[C:44]=1[O:45][CH2:46][C:47]([NH:1][C@H:2]([C@@H:10]([OH:28])[CH2:11][C@@H:12]([NH:20][C:21]([O:23][C:24]([CH3:25])([CH3:27])[CH3:26])=[O:22])[CH2:13][C:14]1[CH:15]=[CH:16][CH:17]=[CH:18][CH:19]=1)[CH2:3][C:4]1[CH:5]=[CH:6][CH:7]=[CH:8][CH:9]=1)=[O:48], predict the reactants needed to synthesize it. The reactants are: [NH2:1][C@H:2]([C@@H:10]([OH:28])[CH2:11][C@@H:12]([NH:20][C:21]([O:23][C:24]([CH3:27])([CH3:26])[CH3:25])=[O:22])[CH2:13][C:14]1[CH:19]=[CH:18][CH:17]=[CH:16][CH:15]=1)[CH2:3][C:4]1[CH:9]=[CH:8][CH:7]=[CH:6][CH:5]=1.C([O-])(=O)CCC([O-])=O.C([O-])(O)=O.[Na+].[CH3:42][C:43]1[CH:53]=[CH:52][CH:51]=[C:50]([CH3:54])[C:44]=1[O:45][CH2:46][C:47](Cl)=[O:48].